The task is: Predict the product of the given reaction.. This data is from Forward reaction prediction with 1.9M reactions from USPTO patents (1976-2016). (1) Given the reactants [CH3:1][O:2][C:3](=[O:29])[C@H:4]([CH2:19][C:20]1[CH:25]=[CH:24][C:23]([N+:26]([O-])=O)=[CH:22][CH:21]=1)[NH:5][C:6]([C:8]1([C:13]2[CH:18]=[CH:17][CH:16]=[CH:15][CH:14]=2)[CH2:12][CH2:11][CH2:10][CH2:9]1)=[O:7], predict the reaction product. The product is: [CH3:1][O:2][C:3](=[O:29])[C@H:4]([CH2:19][C:20]1[CH:21]=[CH:22][C:23]([NH2:26])=[CH:24][CH:25]=1)[NH:5][C:6]([C:8]1([C:13]2[CH:18]=[CH:17][CH:16]=[CH:15][CH:14]=2)[CH2:12][CH2:11][CH2:10][CH2:9]1)=[O:7]. (2) Given the reactants ClC1C(Cl)=CC(NC2C3C(=CC(OCCOCC)=C(N)C=3)N=CN=2)=C(F)C=1.[Cl:28][C:29]1[C:34]([Cl:35])=[CH:33][C:32]([NH:36][C:37]2[C:46]3[C:41](=[CH:42][C:43]([O:50][CH2:51][CH2:52][O:53][CH2:54][CH2:55][O:56][CH2:57][CH2:58][O:59][CH2:60][CH2:61][O:62][CH2:63][CH2:64][O:65][CH2:66][CH2:67]O)=[C:44]([N+:47]([O-])=O)[CH:45]=3)[N:40]=[CH:39][N:38]=2)=[C:31]([F:69])[CH:30]=1, predict the reaction product. The product is: [Cl:28][C:29]1[C:34]([Cl:35])=[CH:33][C:32]([NH:36][C:37]2[C:46]3[C:41](=[CH:42][C:43]([O:50][CH2:51][CH2:52][O:53][CH2:54][CH2:55][O:56][CH2:57][CH2:58][O:59][CH2:60][CH2:61][O:62][CH2:63][CH2:64][O:65][CH2:66][CH3:67])=[C:44]([NH2:47])[CH:45]=3)[N:40]=[CH:39][N:38]=2)=[C:31]([F:69])[CH:30]=1. (3) Given the reactants [NH2:1][C:2]1[S:3][C:4]2[C:10]([C:11]3[CH:16]=[CH:15][C:14]([Cl:17])=[CH:13][CH:12]=3)=[C:9]([C@H:18]([O:21][C:22]([CH3:25])([CH3:24])[CH3:23])[CH2:19][OH:20])[C:8]([CH3:26])=[CH:7][C:5]=2[N:6]=1.[O-:27]S([O-])=O.[Na+].[Na+], predict the reaction product. The product is: [NH2:1][C:2]1[S:3][C:4]2[C:10]([C:11]3[CH:12]=[CH:13][C:14]([Cl:17])=[CH:15][CH:16]=3)=[C:9]([C@H:18]([O:21][C:22]([CH3:23])([CH3:25])[CH3:24])[C:19]([OH:27])=[O:20])[C:8]([CH3:26])=[CH:7][C:5]=2[N:6]=1. (4) Given the reactants [O:1]=[C:2]1[C:6]2([CH2:11][CH2:10][NH:9][CH2:8][CH2:7]2)[N:5]([C:12]2[CH:17]=[CH:16][CH:15]=[CH:14][CH:13]=2)[CH2:4][N:3]1[CH2:18][C:19]1[CH:20]=[C:21]([CH:29]=[CH:30][CH:31]=1)[C:22]([O:24][C:25]([CH3:28])([CH3:27])[CH3:26])=[O:23].C(=O)([O-])[O-].[K+].[K+].[I-].[Na+].Cl[CH2:41][CH2:42][CH2:43][N:44]1[C:48]2[CH:49]=[CH:50][CH:51]=[CH:52][C:47]=2[N:46]=[N:45]1, predict the reaction product. The product is: [N:44]1([CH2:43][CH2:42][CH2:41][N:9]2[CH2:10][CH2:11][C:6]3([N:5]([C:12]4[CH:13]=[CH:14][CH:15]=[CH:16][CH:17]=4)[CH2:4][N:3]([CH2:18][C:19]4[CH:20]=[C:21]([CH:29]=[CH:30][CH:31]=4)[C:22]([O:24][C:25]([CH3:28])([CH3:26])[CH3:27])=[O:23])[C:2]3=[O:1])[CH2:7][CH2:8]2)[C:48]2[CH:49]=[CH:50][CH:51]=[CH:52][C:47]=2[N:46]=[N:45]1. (5) Given the reactants [F:1][C:2]1[CH:3]=[CH:4][CH:5]=[C:6]2[C:10]=1[NH:9][CH:8]=[C:7]2[CH2:11][CH2:12][NH2:13].[CH:14]1([CH:17]=O)[CH2:16][CH2:15]1, predict the reaction product. The product is: [CH:14]1([CH2:17][NH:13][CH2:12][CH2:11][C:7]2[C:6]3[C:10](=[C:2]([F:1])[CH:3]=[CH:4][CH:5]=3)[NH:9][CH:8]=2)[CH2:16][CH2:15]1. (6) Given the reactants [Cl:1][C:2]1[CH:3]=[CH:4][C:5]([C:8]2[CH:9]=[C:10]([CH:14]=[C:15]([C:17]([CH3:19])=[CH2:18])[CH:16]=2)[C:11]([OH:13])=[O:12])=[N:6][CH:7]=1.CS(O)(=O)=[O:22].C(=O)([O-])[O-].[Na+].[Na+], predict the reaction product. The product is: [Cl:1][C:2]1[CH:3]=[CH:4][C:5]([C:8]2[CH:9]=[C:10]([CH:14]=[C:15]([C:17]([OH:22])([CH3:19])[CH3:18])[CH:16]=2)[C:11]([OH:13])=[O:12])=[N:6][CH:7]=1.